Dataset: Full USPTO retrosynthesis dataset with 1.9M reactions from patents (1976-2016). Task: Predict the reactants needed to synthesize the given product. (1) Given the product [NH:1]1[C:9]2[C:4](=[CH:5][C:6]([N:10]([CH2:31][OH:32])[C:11]3[C:12]4[CH2:30][N:29]([CH3:37])[CH2:28][C:13]=4[N:14]=[C:15]([N:17]4[CH2:25][C:24]5[C:19](=[CH:20][CH:21]=[C:22]([O:26][CH3:27])[CH:23]=5)[CH2:18]4)[N:16]=3)=[CH:7][CH:8]=2)[CH:3]=[N:2]1, predict the reactants needed to synthesize it. The reactants are: [NH:1]1[C:9]2[C:4](=[CH:5][C:6]([NH:10][C:11]3[C:12]4[CH2:30][NH:29][CH2:28][C:13]=4[N:14]=[C:15]([N:17]4[CH2:25][C:24]5[C:19](=[CH:20][CH:21]=[C:22]([O:26][CH3:27])[CH:23]=5)[CH2:18]4)[N:16]=3)=[CH:7][CH:8]=2)[CH:3]=[N:2]1.[CH2:31]=[O:32].[BH3-]C#N.[Na+].[CH3:37]O. (2) Given the product [F:45][C:46]([F:59])([F:58])[S:47]([O:30][C:25]1[CH:24]=[CH:23][C:22]2[C:27](=[CH:28][CH:29]=[C:20]([C:17]3[CH:16]=[CH:15][C:14]4[C:13]5[C:8](=[CH:9][CH:10]=[CH:11][CH:12]=5)[C:7]([C:4]5[CH:3]=[CH:2][C:1]([CH3:38])=[CH:6][CH:5]=5)([C:31]5[CH:32]=[CH:33][C:34]([CH3:37])=[CH:35][CH:36]=5)[C:19]=4[CH:18]=3)[CH:21]=2)[CH:26]=1)(=[O:49])=[O:48], predict the reactants needed to synthesize it. The reactants are: [C:1]1([CH3:38])[CH:6]=[CH:5][C:4]([C:7]2([C:31]3[CH:36]=[CH:35][C:34]([CH3:37])=[CH:33][CH:32]=3)[C:19]3[CH:18]=[C:17]([C:20]4[CH:21]=[C:22]5[C:27](=[CH:28][CH:29]=4)[CH:26]=[C:25]([OH:30])[CH:24]=[CH:23]5)[CH:16]=[CH:15][C:14]=3[C:13]3[C:8]2=[CH:9][CH:10]=[CH:11][CH:12]=3)=[CH:3][CH:2]=1.N1C=CC=CC=1.[F:45][C:46]([F:59])([F:58])[S:47](O[S:47]([C:46]([F:59])([F:58])[F:45])(=[O:49])=[O:48])(=[O:49])=[O:48]. (3) Given the product [ClH:2].[Cl:27][C:25]1[CH:24]=[CH:23][C:22]([C:28](=[C:14]2[CH2:19][CH2:18][NH:17][CH2:16][CH2:15]2)[C:29]#[N:30])=[C:21]([F:20])[CH:26]=1, predict the reactants needed to synthesize it. The reactants are: Cl.[Cl:2]C1C=CC(C(=[C:14]2[CH2:19][CH2:18][NH:17][CH2:16][CH2:15]2)C(OC)=O)=CC=1.[F:20][C:21]1[CH:26]=[C:25]([Cl:27])[CH:24]=[CH:23][C:22]=1[CH2:28][C:29]#[N:30]. (4) Given the product [CH3:4][S:1]([O:32][CH2:31][CH2:30][N:22]1[C:23]([C:24]2[CH:25]=[CH:26][CH:27]=[CH:28][CH:29]=2)=[C:19]([C:17]2[O:16][N:15]=[C:14]([C:8]3[CH:9]=[C:10]([F:13])[CH:11]=[CH:12][C:7]=3[F:6])[N:18]=2)[CH:20]=[N:21]1)(=[O:3])=[O:2], predict the reactants needed to synthesize it. The reactants are: [S:1](Cl)([CH3:4])(=[O:3])=[O:2].[F:6][C:7]1[CH:12]=[CH:11][C:10]([F:13])=[CH:9][C:8]=1[C:14]1[N:18]=[C:17]([C:19]2[CH:20]=[N:21][N:22]([CH2:30][CH2:31][OH:32])[C:23]=2[C:24]2[CH:29]=[CH:28][CH:27]=[CH:26][CH:25]=2)[O:16][N:15]=1.C(N(CC)CC)C. (5) The reactants are: [CH:1]1([CH:7]([O:9][C:10]2[CH:30]=[CH:29][C:13]([CH2:14][N:15]3[CH2:20][CH2:19][N:18](C(OC(C)(C)C)=O)[CH2:17][C:16]3=[O:28])=[CH:12][CH:11]=2)[CH3:8])[CH2:6][CH2:5][CH2:4][CH2:3][CH2:2]1.CO.[ClH:33]. Given the product [ClH:33].[CH:1]1([CH:7]([O:9][C:10]2[CH:30]=[CH:29][C:13]([CH2:14][N:15]3[CH2:20][CH2:19][NH:18][CH2:17][C:16]3=[O:28])=[CH:12][CH:11]=2)[CH3:8])[CH2:6][CH2:5][CH2:4][CH2:3][CH2:2]1, predict the reactants needed to synthesize it. (6) Given the product [OH:23][CH2:22][C:19]1[CH:20]=[CH:21][C:16]([N:9]([C:6]2[CH:5]=[CH:4][C:3]([CH2:1][OH:2])=[CH:8][CH:7]=2)[C:10]2[CH:15]=[CH:14][CH:13]=[CH:12][CH:11]=2)=[CH:17][CH:18]=1, predict the reactants needed to synthesize it. The reactants are: [CH:1]([C:3]1[CH:8]=[CH:7][C:6]([N:9]([C:16]2[CH:21]=[CH:20][C:19]([CH:22]=[O:23])=[CH:18][CH:17]=2)[C:10]2[CH:15]=[CH:14][CH:13]=[CH:12][CH:11]=2)=[CH:5][CH:4]=1)=[O:2].[BH4-].[Na+]. (7) Given the product [CH3:17][C:12]1[C:11]([O:10][C:4]2[C:5]([C:8]#[N:9])=[N:6][CH:7]=[C:2]([S:24][C:19]3[CH:20]=[CH:21][CH:22]=[CH:23][N:18]=3)[CH:3]=2)=[CH:16][CH:15]=[CH:14][N:13]=1, predict the reactants needed to synthesize it. The reactants are: Br[C:2]1[CH:3]=[C:4]([O:10][C:11]2[C:12]([CH3:17])=[N:13][CH:14]=[CH:15][CH:16]=2)[C:5]([C:8]#[N:9])=[N:6][CH:7]=1.[NH:18]1[CH:23]=[CH:22][CH:21]=[CH:20][C:19]1=[S:24].[H-].[Na+].O. (8) Given the product [Cl:1][C:2]1[N:3]=[C:4]([C:18]2[CH:19]=[N:20][C:21]([NH:24][CH3:26])=[N:22][CH:23]=2)[CH:5]=[C:6]([Cl:8])[N:7]=1, predict the reactants needed to synthesize it. The reactants are: [Cl:1][C:2]1[N:7]=[C:6]([Cl:8])[CH:5]=[C:4](Cl)[N:3]=1.CC1(C)C(C)(C)OB([C:18]2[CH:19]=[N:20][C:21]([NH2:24])=[N:22][CH:23]=2)O1.[CH3:26]OCCOC. (9) Given the product [F:49][C:44]1[CH:45]=[CH:46][CH:47]=[CH:48][C:43]=1[S:40]([CH2:39][C:36]1[C:31]([C:32]([O:34][CH3:35])=[O:33])=[C:30]([O:50][CH3:51])[C:29]([C:23]2[CH:27]=[CH:26][O:25][CH:24]=2)=[CH:38][CH:37]=1)(=[O:42])=[O:41], predict the reactants needed to synthesize it. The reactants are: C1(S(CC2C(C(OCC)=O)=C(O)C([C:23]3[CH:27]=[CH:26][O:25][CH:24]=3)=CC=2)(=O)=O)C=CC=CC=1.Br[C:29]1[C:30]([O:50][CH3:51])=[C:31]([C:36]([CH2:39][S:40]([C:43]2[CH:48]=[CH:47][CH:46]=[CH:45][C:44]=2[F:49])(=[O:42])=[O:41])=[CH:37][CH:38]=1)[C:32]([O:34][CH3:35])=[O:33].O1C=CC(B(O)O)=C1. (10) Given the product [CH2:11]([NH:10][C:8](=[O:9])[C:7]1[CH:15]=[CH:16][C:4]([C:3]([OH:20])=[O:2])=[CH:5][C:6]=1[N+:17]([O-:19])=[O:18])[CH:12]([CH3:14])[CH3:13], predict the reactants needed to synthesize it. The reactants are: C[O:2][C:3](=[O:20])[C:4]1[CH:16]=[CH:15][C:7]([C:8]([NH:10][CH2:11][CH:12]([CH3:14])[CH3:13])=[O:9])=[C:6]([N+:17]([O-:19])=[O:18])[CH:5]=1.[OH-].[Na+].Cl.